Dataset: Full USPTO retrosynthesis dataset with 1.9M reactions from patents (1976-2016). Task: Predict the reactants needed to synthesize the given product. Given the product [CH3:1][C:2]1[S:6][C:5]([NH:7][C:8]([C:10]2[CH:11]=[CH:12][C:13]([N:16]3[CH2:17][CH2:18][CH:19]([C:22]4[N:63]([CH3:62])[CH:59]=[N:60][N:61]=4)[CH2:20][CH2:21]3)=[N:14][CH:15]=2)=[O:9])=[N:4][C:3]=1[C:32]1[CH:37]=[CH:36][CH:35]=[CH:34][CH:33]=1, predict the reactants needed to synthesize it. The reactants are: [CH3:1][C:2]1[S:6][C:5]([NH:7][C:8]([C:10]2[CH:11]=[CH:12][C:13]([N:16]3[CH2:21][CH2:20][CH:19]([C:22]4C=CC=C(C(F)(F)F)C=4)[CH2:18][CH2:17]3)=[N:14][CH:15]=2)=[O:9])=[N:4][C:3]=1[C:32]1[CH:37]=[CH:36][CH:35]=[CH:34][CH:33]=1.CC1SC(NC(C2CN(C3C=CC=CN=3)CCC2[C:59]2[N:63](C)[CH:62]=[N:61][N:60]=2)=O)=NC=1C1C=CC=CC=1.ClC1C=CC(C(NC2SC(C)=C(C3C=CC=CC=3)N=2)=O)=CN=1.CN1C=NN=C1C1CCNCC1.